From a dataset of Peptide-MHC class II binding affinity with 134,281 pairs from IEDB. Regression. Given a peptide amino acid sequence and an MHC pseudo amino acid sequence, predict their binding affinity value. This is MHC class II binding data. (1) The peptide sequence is GSDPKKLVLNIKYTRPGDSL. The MHC is HLA-DPA10103-DPB10301 with pseudo-sequence HLA-DPA10103-DPB10301. The binding affinity (normalized) is 0.720. (2) The peptide sequence is AFKIAATAANAAPTN. The MHC is DRB5_0101 with pseudo-sequence DRB5_0101. The binding affinity (normalized) is 0.541. (3) The peptide sequence is YQVTYIVRGSGRVQV. The MHC is DRB1_1101 with pseudo-sequence DRB1_1101. The binding affinity (normalized) is 0.809.